Task: Predict the reaction yield, written as a fraction of the theoretical maximum amount of product (1.0 means a 100% yield; for example, 0.34 means a 34% yield).. Dataset: Reaction yield outcomes from USPTO patents with 853,638 reactions (1) The yield is 0.370. The catalyst is C(Cl)Cl. The reactants are [CH3:1][N:2]([CH3:18])[C:3]1[CH:8]=[CH:7][C:6]([N:9]=[N:10][C:11]2[CH:16]=[CH:15][CH:14]=[CH:13][C:12]=2[NH2:17])=[CH:5][CH:4]=1. The product is [N:10]1[N:9]([C:6]2[CH:5]=[CH:4][C:3]([N:2]([CH3:18])[CH3:1])=[CH:8][CH:7]=2)[N:17]=[C:12]2[CH:13]=[CH:14][CH:15]=[CH:16][C:11]=12. (2) The reactants are [CH3:1][S:2](Cl)(=[O:4])=[O:3].C(N(CC)C(C)C)(C)C.[NH2:15][CH:16]1[CH2:19][N:18]([C:20]([C:22]2[N:23]=[C:24]3[C:29]([C:30]([F:33])([F:32])[F:31])=[CH:28][C:27]([C:34]4[CH:35]=[N:36][NH:37][CH:38]=4)=[CH:26][N:25]3[C:39]=2[Br:40])=[O:21])[CH2:17]1.O. The catalyst is CN(C=O)C. The product is [Br:40][C:39]1[N:25]2[CH:26]=[C:27]([C:34]3[CH:38]=[N:37][NH:36][CH:35]=3)[CH:28]=[C:29]([C:30]([F:33])([F:32])[F:31])[C:24]2=[N:23][C:22]=1[C:20]([N:18]1[CH2:19][CH:16]([NH:15][S:2]([CH3:1])(=[O:4])=[O:3])[CH2:17]1)=[O:21]. The yield is 0.290. (3) The reactants are CN1CCCC1=O.Cl[C:9]1[N:10]([CH2:32][CH:33]2[CH2:35][CH2:34]2)[C:11]2[C:16]([N:17]=1)=[C:15]([N:18]1[CH2:23][CH2:22][O:21][CH2:20][CH2:19]1)[N:14]=[C:13]([C:24]1[C:25]([CH3:31])=[N:26][C:27]([NH2:30])=[N:28][CH:29]=1)[N:12]=2.[NH:36]1[CH2:44][CH2:43][CH:39]([C:40]([NH2:42])=[O:41])[CH2:38][CH2:37]1. The catalyst is O. The product is [NH2:30][C:27]1[N:26]=[C:25]([CH3:31])[C:24]([C:13]2[N:12]=[C:11]3[C:16]([N:17]=[C:9]([N:36]4[CH2:44][CH2:43][CH:39]([C:40]([NH2:42])=[O:41])[CH2:38][CH2:37]4)[N:10]3[CH2:32][CH:33]3[CH2:35][CH2:34]3)=[C:15]([N:18]3[CH2:23][CH2:22][O:21][CH2:20][CH2:19]3)[N:14]=2)=[CH:29][N:28]=1. The yield is 0.690. (4) The reactants are C[C:2](C)([O-:4])C.[K+].[Cl-].COC[P+](C1C=CC=CC=1)(C1C=CC=CC=1)C1C=CC=CC=1.[O:30]1[C:34]2[CH:35]=[CH:36][CH:37]=[CH:38][C:33]=2[CH:32]=[C:31]1[CH:39]1[CH2:44][CH2:43][C:42](=O)[CH2:41][CH2:40]1.Cl. The catalyst is O1CCCC1.O. The product is [O:30]1[C:34]2[CH:35]=[CH:36][CH:37]=[CH:38][C:33]=2[CH:32]=[C:31]1[CH:39]1[CH2:44][CH2:43][CH:42]([CH:2]=[O:4])[CH2:41][CH2:40]1. The yield is 0.300. (5) The reactants are [Cl:1][C:2]1[C:3]([N:17]2[CH2:22][CH2:21][CH2:20][C@@H:19]([NH:23]C(=O)OC(C)(C)C)[CH2:18]2)=[C:4]2[C:10]([NH:11][C:12](=[O:16])[CH:13]([CH3:15])[CH3:14])=[CH:9][NH:8][C:5]2=[N:6][CH:7]=1.C(O)(C(F)(F)F)=O. The catalyst is C(Cl)Cl. The product is [ClH:1].[NH2:23][C@@H:19]1[CH2:20][CH2:21][CH2:22][N:17]([C:3]2[C:2]([Cl:1])=[CH:7][N:6]=[C:5]3[NH:8][CH:9]=[C:10]([NH:11][C:12](=[O:16])[CH:13]([CH3:14])[CH3:15])[C:4]=23)[CH2:18]1. The yield is 0.533. (6) The catalyst is C(Cl)Cl. The yield is 0.725. The reactants are [CH:1]1([CH2:6][CH:7]([C:16]2[CH:21]=[CH:20][C:19]([O:22]C)=[C:18]([F:24])[CH:17]=2)[C:8]([NH:10][C:11]2[S:12][CH:13]=[CH:14][N:15]=2)=[O:9])[CH2:5][CH2:4][CH2:3][CH2:2]1.B(Br)(Br)Br. The product is [CH:1]1([CH2:6][CH:7]([C:16]2[CH:21]=[CH:20][C:19]([OH:22])=[C:18]([F:24])[CH:17]=2)[C:8]([NH:10][C:11]2[S:12][CH:13]=[CH:14][N:15]=2)=[O:9])[CH2:5][CH2:4][CH2:3][CH2:2]1. (7) The reactants are [NH:1]1[CH:5]=[C:4]([B:6]2[O:14][C:11]([CH3:13])([CH3:12])[C:8]([CH3:10])(C)[O:7]2)[CH:3]=[N:2]1.C([O-])([O-])=O.[Cs+].[Cs+].Br[CH2:22][C:23](=[O:26])[CH2:24][CH3:25]. The catalyst is CN(C)C=O. The product is [CH3:13][C:11]1([CH3:12])[CH:8]([CH3:10])[O:7][B:6]([C:4]2[CH:5]=[N:1][N:2]([CH2:22][C:23](=[O:26])[CH2:24][CH3:25])[CH:3]=2)[O:14]1. The yield is 0.140.